This data is from Catalyst prediction with 721,799 reactions and 888 catalyst types from USPTO. The task is: Predict which catalyst facilitates the given reaction. (1) Reactant: Cl.[F:2][C:3]1[CH:4]=[C:5]([F:18])[C:6]2[O:10][N:9]=[C:8]([N:11]3[CH2:16][CH2:15][NH:14][CH2:13][CH2:12]3)[C:7]=2[CH:17]=1.[C:19]([O:23][C:24](=[O:35])[NH:25][C@H:26]1[CH2:31][CH2:30][C@H:29]([CH2:32][CH:33]=O)[CH2:28][CH2:27]1)([CH3:22])([CH3:21])[CH3:20].C([O-])(O)=O.[Na+]. Product: [C:19]([O:23][C:24](=[O:35])[NH:25][C@H:26]1[CH2:27][CH2:28][C@H:29]([CH2:32][CH2:33][N:14]2[CH2:13][CH2:12][N:11]([C:8]3[C:7]4[CH:17]=[C:3]([F:2])[CH:4]=[C:5]([F:18])[C:6]=4[O:10][N:9]=3)[CH2:16][CH2:15]2)[CH2:30][CH2:31]1)([CH3:22])([CH3:21])[CH3:20]. The catalyst class is: 2. (2) Reactant: Br[C:2]1[CH:7]=[CH:6][C:5]([CH2:8][CH3:9])=[CH:4][CH:3]=1.[Mg].[B:11](OC)([O:14]C)[O:12]C. Product: [CH2:8]([C:5]1[CH:6]=[CH:7][C:2]([B:11]([OH:14])[OH:12])=[CH:3][CH:4]=1)[CH3:9]. The catalyst class is: 28. (3) Reactant: [CH:1]1([CH:7]2[C:16]3[C:11](=[CH:12][CH:13]=[CH:14][CH:15]=3)[CH2:10][CH2:9][N:8]2[C:17](=[O:20])[CH2:18][NH2:19])[CH2:6][CH2:5][CH2:4][CH2:3][CH2:2]1.[CH3:21][CH:22]1[C:24]2([CH2:29][CH2:28][CH2:27][CH2:26][CH2:25]2)[O:23]1.O. Product: [CH:1]1([CH:7]2[C:16]3[C:11](=[CH:12][CH:13]=[CH:14][CH:15]=3)[CH2:10][CH2:9][N:8]2[C:17](=[O:20])[CH2:18][NH:19][CH:22]([C:24]2([OH:23])[CH2:29][CH2:28][CH2:27][CH2:26][CH2:25]2)[CH3:21])[CH2:2][CH2:3][CH2:4][CH2:5][CH2:6]1. The catalyst class is: 14. (4) Reactant: [CH3:1][S:2][C:3]1[CH:8]=[CH:7][C:6]([S:9][CH2:10][CH:11]2[CH2:17][CH:16]3[CH:14]([CH2:15]3)[CH2:13][CH:12]2[C:18]([O-:20])=[O:19])=[CH:5][CH:4]=1.CO.[OH-].[Li+]. Product: [CH3:1][S:2][C:3]1[CH:8]=[CH:7][C:6]([S:9][CH2:10][CH:11]2[CH2:17][CH:16]3[CH:14]([CH2:15]3)[CH2:13][CH:12]2[C:18]([OH:20])=[O:19])=[CH:5][CH:4]=1. The catalyst class is: 57. (5) Reactant: Cl.N[OH:3].Cl[C:5](Cl)(Cl)[CH:6]([OH:8])O.S([O-])([O-])(=O)=O.[Na+].[Na+].[F:18][C:19]1[CH:20]=[C:21]([CH:23]=[C:24]([F:26])[CH:25]=1)[NH2:22]. Product: [F:18][C:19]1[CH:25]=[C:24]([F:26])[CH:23]=[C:21]2[C:20]=1[C:6](=[O:8])[C:5](=[O:3])[NH:22]2. The catalyst class is: 223. (6) Reactant: [ClH:1].C(OCC)C.[CH3:7][NH:8][C:9]1[N:14]=[C:13]([NH:15][CH2:16][CH2:17][CH3:18])[N:12]=[C:11]([NH:19][CH2:20][C:21]#[CH:22])[N:10]=1. Product: [ClH:1].[CH3:7][NH:8][C:9]1[N:10]=[C:11]([NH:19][CH2:20][CH2:21][CH3:22])[N:12]=[C:13]([NH:15][CH2:16][C:17]#[CH:18])[N:14]=1. The catalyst class is: 27. (7) Reactant: [CH3:1][O:2][C:3]([C:5]1[CH:6]=[C:7]2[C:11](=[CH:12][CH:13]=1)[CH2:10][CH2:9][C@H:8]2[NH2:14])=[O:4].[CH:15]([C:17]1[N:18]([C:23]([O:25][C:26]([CH3:29])([CH3:28])[CH3:27])=[O:24])[C:19](C)=[CH:20][CH:21]=1)=O.[BH-](OC(C)=O)(OC(C)=O)OC(C)=O.[Na+]. Product: [CH3:1][O:2][C:3]([C:5]1[CH:6]=[C:7]2[C:11]([CH2:10][CH2:9][C@H:8]2[NH:14][CH2:15][C:17]2[N:18]([C:23]([O:25][C:26]([CH3:29])([CH3:28])[CH3:27])=[O:24])[CH:19]=[CH:20][CH:21]=2)=[CH:12][CH:13]=1)=[O:4]. The catalyst class is: 2. (8) Reactant: Cl[C:2]1[C:7]([CH3:8])=[N:6][C:5]([C:9]2[CH:14]=[CH:13][C:12]([O:15][CH3:16])=[CH:11][C:10]=2[O:17][CH3:18])=[C:4]([CH3:19])[N:3]=1.[CH3:20][O:21][C:22]1[CH:27]=[C:26]([O:28][C:29]([F:32])([F:31])[F:30])[CH:25]=[CH:24][C:23]=1B(O)O.C(=O)([O-])[O-].[Na+].[Na+]. Product: [CH3:18][O:17][C:10]1[CH:11]=[C:12]([O:15][CH3:16])[CH:13]=[CH:14][C:9]=1[C:5]1[C:4]([CH3:19])=[N:3][C:2]([C:23]2[CH:24]=[CH:25][C:26]([O:28][C:29]([F:32])([F:31])[F:30])=[CH:27][C:22]=2[O:21][CH3:20])=[C:7]([CH3:8])[N:6]=1. The catalyst class is: 276. (9) Reactant: [O-]S([O-])=O.[Na+:5].[Na+].[O:7]1[CH2:12][CH2:11][CH:10]([C:13]2[CH:14]=[C:15]3[C:19](=[CH:20][CH:21]=2)[CH2:18][N:17]([C:22]([C:24]2[CH:25]=[C:26]([S:37](Cl)(=[O:39])=[O:38])[CH:27]=[CH:28][C:29]=2[O:30][C@@H:31]([CH3:36])[C:32]([F:35])([F:34])[F:33])=[O:23])[CH2:16]3)[CH2:9][CH2:8]1.C([O-])(O)=O.[Na+]. Product: [Na+:5].[O:7]1[CH2:12][CH2:11][CH:10]([C:13]2[CH:14]=[C:15]3[C:19](=[CH:20][CH:21]=2)[CH2:18][N:17]([C:22]([C:24]2[CH:25]=[C:26]([S:37]([O-:39])=[O:38])[CH:27]=[CH:28][C:29]=2[O:30][C@@H:31]([CH3:36])[C:32]([F:34])([F:35])[F:33])=[O:23])[CH2:16]3)[CH2:9][CH2:8]1. The catalyst class is: 6. (10) Reactant: [CH2:1]([N:3]1[CH:7]=[C:6]([C:8]2[CH:13]=[C:12]([O:14][C:15]3[CH:16]=[CH:17][C:18]([C:22]4[C:23]([O:32]C)=[N:24][C:25]([NH:28][CH:29]([CH3:31])[CH3:30])=[N:26][CH:27]=4)=[N:19][C:20]=3[CH3:21])[CH:11]=[CH:10][N:9]=2)[CH:5]=[N:4]1)[CH3:2].Br. Product: [CH2:1]([N:3]1[CH:7]=[C:6]([C:8]2[CH:13]=[C:12]([O:14][C:15]3[CH:16]=[CH:17][C:18]([C:22]4[C:23](=[O:32])[NH:24][C:25]([NH:28][CH:29]([CH3:31])[CH3:30])=[N:26][CH:27]=4)=[N:19][C:20]=3[CH3:21])[CH:11]=[CH:10][N:9]=2)[CH:5]=[N:4]1)[CH3:2]. The catalyst class is: 52.